From a dataset of Full USPTO retrosynthesis dataset with 1.9M reactions from patents (1976-2016). Predict the reactants needed to synthesize the given product. (1) Given the product [O:38]=[C:39]1[C:47]2[C:42](=[CH:43][C:44]([C:48]3[CH:53]=[CH:52][C:51]([NH:54][C:55]([NH:57][C:58]4[CH:63]=[CH:62][CH:61]=[C:60]([C:64]([F:66])([F:65])[F:67])[CH:59]=4)=[O:56])=[CH:50][CH:49]=3)=[CH:45][CH:46]=2)[CH2:41][N:40]1[C@@H:68]([C:73]1[CH:74]=[CH:75][CH:76]=[CH:77][CH:78]=1)[C:69]([OH:71])=[O:70], predict the reactants needed to synthesize it. The reactants are: CC(C)[C@@H](N1CC2C(=CC=C(C3C=CC(NC(NC4C=CC=C(C(F)(F)F)C=4)=O)=CC=3)C=2)C1=O)C(O)=O.[O:38]=[C:39]1[C:47]2[C:42](=[CH:43][C:44]([C:48]3[CH:53]=[CH:52][C:51]([NH:54][C:55]([NH:57][C:58]4[CH:63]=[CH:62][CH:61]=[C:60]([C:64]([F:67])([F:66])[F:65])[CH:59]=4)=[O:56])=[CH:50][CH:49]=3)=[CH:45][CH:46]=2)[CH2:41][N:40]1[C@@H:68]([C:73]1[CH:78]=[CH:77][CH:76]=[CH:75][CH:74]=1)[C:69]([O:71]C)=[O:70]. (2) Given the product [CH3:20][S:17]([NH:16][C:14]1[CH:13]=[CH:12][C:10]2[NH:11][C:6]([CH2:5][C:4]([OH:23])=[O:3])=[CH:7][S:8](=[O:21])(=[O:22])[C:9]=2[CH:15]=1)(=[O:18])=[O:19], predict the reactants needed to synthesize it. The reactants are: C([O:3][C:4](=[O:23])[CH2:5][C:6]1[NH:11][C:10]2[CH:12]=[CH:13][C:14]([NH:16][S:17]([CH3:20])(=[O:19])=[O:18])=[CH:15][C:9]=2[S:8](=[O:22])(=[O:21])[CH:7]=1)C.[OH-].[Li+]. (3) Given the product [C:29]([C:23]1([C:17]2[CH:22]=[CH:21][CH:20]=[CH:19][CH:18]=2)[CH2:24][CH2:25][N:26]([CH2:2][C:3]2[N:7]([CH3:8])[N:6]([CH:9]3[CH2:14][CH2:13][CH2:12][CH2:11][CH2:10]3)[C:5](=[O:15])[C:4]=2[Cl:16])[CH2:27][CH2:28]1)(=[O:33])[CH2:30][CH2:31][CH3:32], predict the reactants needed to synthesize it. The reactants are: Br[CH2:2][C:3]1[N:7]([CH3:8])[N:6]([CH:9]2[CH2:14][CH2:13][CH2:12][CH2:11][CH2:10]2)[C:5](=[O:15])[C:4]=1[Cl:16].[C:17]1([C:23]2([C:29](=[O:33])[CH2:30][CH2:31][CH3:32])[CH2:28][CH2:27][NH:26][CH2:25][CH2:24]2)[CH:22]=[CH:21][CH:20]=[CH:19][CH:18]=1.C(=O)([O-])[O-].[K+].[K+]. (4) Given the product [CH:23]12[N:26]([C:27]3[CH:34]=[CH:33][C:30]([CH2:31][NH:32][C:15]([NH:1][C:2]4[CH:10]=[CH:9][CH:8]=[C:7]5[C:3]=4[CH:4]=[N:5][N:6]5[C:11]([O:13][CH3:14])=[O:12])=[O:16])=[CH:29][C:28]=3[C:35]([F:38])([F:36])[F:37])[CH:19]([CH2:25][CH2:24]1)[CH2:20][CH2:21][CH2:22]2, predict the reactants needed to synthesize it. The reactants are: [NH2:1][C:2]1[CH:10]=[CH:9][CH:8]=[C:7]2[C:3]=1[CH:4]=[N:5][N:6]2[C:11]([O:13][CH3:14])=[O:12].[C:15](Cl)(Cl)=[O:16].[CH:19]12[N:26]([C:27]3[CH:34]=[CH:33][C:30]([CH2:31][NH2:32])=[CH:29][C:28]=3[C:35]([F:38])([F:37])[F:36])[CH:23]([CH2:24][CH2:25]1)[CH2:22][CH2:21][CH2:20]2. (5) Given the product [CH:50]([C:47]1[CH:46]=[CH:45][C:44]([C:8]2[C:9]3[C:14]([NH:15][CH2:16][CH2:17][CH2:18][CH2:19][CH2:20][C:21]([O:23][CH3:24])=[O:22])=[N:13][CH:12]=[N:11][C:10]=3[O:25][C:7]=2[C:1]2[CH:6]=[CH:5][CH:4]=[CH:3][CH:2]=2)=[N:49][CH:48]=1)=[O:51], predict the reactants needed to synthesize it. The reactants are: [C:1]1([C:7]2[O:25][C:10]3[N:11]=[CH:12][N:13]=[C:14]([NH:15][CH2:16][CH2:17][CH2:18][CH2:19][CH2:20][C:21]([O:23][CH3:24])=[O:22])[C:9]=3[C:8]=2B2OC(C)(C)C(C)(C)O2)[CH:6]=[CH:5][CH:4]=[CH:3][CH:2]=1.C(=O)([O-])[O-].[K+].[K+].CO.Br[C:44]1[N:49]=[CH:48][C:47]([CH:50]=[O:51])=[CH:46][CH:45]=1.